Dataset: Reaction yield outcomes from USPTO patents with 853,638 reactions. Task: Predict the reaction yield, written as a fraction of the theoretical maximum amount of product (1.0 means a 100% yield; for example, 0.34 means a 34% yield). (1) The reactants are Br[C:2]1[N:7]=[C:6]2[N:8]([CH2:11][C:12]3[CH:13]=[C:14]4[C:19](=[CH:20][CH:21]=3)[N:18]=[CH:17][CH:16]=[CH:15]4)[N:9]=[N:10][C:5]2=[N:4][CH:3]=1.C([Sn](CCCC)(CCCC)[C:27]([O:29][CH2:30][CH3:31])=[CH2:28])CCC. The catalyst is CN(C=O)C.C1C=CC([P]([Pd]([P](C2C=CC=CC=2)(C2C=CC=CC=2)C2C=CC=CC=2)([P](C2C=CC=CC=2)(C2C=CC=CC=2)C2C=CC=CC=2)[P](C2C=CC=CC=2)(C2C=CC=CC=2)C2C=CC=CC=2)(C2C=CC=CC=2)C2C=CC=CC=2)=CC=1. The product is [CH2:30]([O:29][C:27]([C:2]1[N:7]=[C:6]2[N:8]([CH2:11][C:12]3[CH:13]=[C:14]4[C:19](=[CH:20][CH:21]=3)[N:18]=[CH:17][CH:16]=[CH:15]4)[N:9]=[N:10][C:5]2=[N:4][CH:3]=1)=[CH2:28])[CH3:31]. The yield is 0.620. (2) The reactants are [OH-].[Na+].[CH:3]1([C:9]2[C:10]3[CH:11]=[CH:12][C:13]([C:35]([O:37]C)=[O:36])=[CH:14][C:15]=3[N:16]3[CH2:22][CH:21]([C:23]([N:25]4[CH2:30][CH2:29][O:28][CH2:27][CH2:26]4)=[O:24])[CH2:20][C:19]4[CH:31]=[CH:32][CH:33]=[CH:34][C:18]=4[C:17]=23)[CH2:8][CH2:7][CH2:6][CH2:5][CH2:4]1.Cl. The catalyst is CO.O1CCCC1. The product is [CH:3]1([C:9]2[C:10]3[CH:11]=[CH:12][C:13]([C:35]([OH:37])=[O:36])=[CH:14][C:15]=3[N:16]3[CH2:22][CH:21]([C:23]([N:25]4[CH2:26][CH2:27][O:28][CH2:29][CH2:30]4)=[O:24])[CH2:20][C:19]4[CH:31]=[CH:32][CH:33]=[CH:34][C:18]=4[C:17]=23)[CH2:4][CH2:5][CH2:6][CH2:7][CH2:8]1. The yield is 0.830. (3) The reactants are [Cl:1][C:2]1[C:9]([CH3:10])=[C:8]([C:11]2[CH:15]=[CH:14][NH:13][N:12]=2)[CH:7]=[CH:6][C:3]=1[C:4]#[N:5].O[CH2:17][C@H:18]([NH:21]C(=O)OC(C)(C)C)[CH2:19][CH3:20]. No catalyst specified. The yield is 0.565. The product is [NH2:21][C@H:18]([CH2:19][CH3:20])[CH2:17][N:13]1[CH:14]=[CH:15][C:11]([C:8]2[CH:7]=[CH:6][C:3]([C:4]#[N:5])=[C:2]([Cl:1])[C:9]=2[CH3:10])=[N:12]1. (4) The reactants are [N:1]([CH2:4][C:5]([C:8]1[CH:13]=[CH:12][C:11]([Cl:14])=[CH:10][N:9]=1)([F:7])[F:6])=[N+]=[N-].C1(P(C2C=CC=CC=2)C2C=CC=CC=2)C=CC=CC=1.[OH-].[NH4+].[OH-].[Na+]. The catalyst is C1COCC1. The product is [F:7][C:5]([F:6])([C:8]1[CH:13]=[CH:12][C:11]([Cl:14])=[CH:10][N:9]=1)[CH2:4][NH2:1]. The yield is 0.930. (5) The reactants are Cl[C:2]1[N:7]=[C:6]([N:8]2[CH2:13][CH2:12][O:11][CH2:10][CH2:9]2)[N:5]=[C:4]([NH:14][C:15]2[CH:20]=[CH:19][C:18]([O:21][C:22]([F:25])([F:24])[F:23])=[CH:17][CH:16]=2)[CH:3]=1.[C:26]([C:29]1[CH:30]=[C:31](B(O)O)[CH:32]=[CH:33][CH:34]=1)(=[O:28])[CH3:27].C([O-])([O-])=O.[Na+].[Na+]. The catalyst is CN(C=O)C.O. The product is [N:8]1([C:6]2[N:7]=[C:2]([C:33]3[CH:34]=[C:29]([C:26](=[O:28])[CH3:27])[CH:30]=[CH:31][CH:32]=3)[CH:3]=[C:4]([NH:14][C:15]3[CH:20]=[CH:19][C:18]([O:21][C:22]([F:25])([F:24])[F:23])=[CH:17][CH:16]=3)[N:5]=2)[CH2:13][CH2:12][O:11][CH2:10][CH2:9]1. The yield is 0.490. (6) The reactants are Br[C:2]1[C:3]([F:28])=[C:4]([N:8]2[CH:13]=[C:12]([O:14][CH3:15])[C:11](=[O:16])[C:10]([C:17]3[N:21]([C:22]4[CH:27]=[CH:26][CH:25]=[CH:24][CH:23]=4)[N:20]=[CH:19][CH:18]=3)=[N:9]2)[CH:5]=[CH:6][CH:7]=1.Cl.[F:30][C:31]1([F:35])[CH2:34][NH:33][CH2:32]1.CC([O-])(C)C.[Na+].CC1(C)C2C(=C(P(C3C=CC=CC=3)C3C=CC=CC=3)C=CC=2)OC2C(P(C3C=CC=CC=3)C3C=CC=CC=3)=CC=CC1=2. The product is [F:30][C:31]1([F:35])[CH2:34][N:33]([C:2]2[C:3]([F:28])=[C:4]([N:8]3[CH:13]=[C:12]([O:14][CH3:15])[C:11](=[O:16])[C:10]([C:17]4[N:21]([C:22]5[CH:27]=[CH:26][CH:25]=[CH:24][CH:23]=5)[N:20]=[CH:19][CH:18]=4)=[N:9]3)[CH:5]=[CH:6][CH:7]=2)[CH2:32]1. The yield is 0.320. The catalyst is O1CCOCC1.C([O-])(O)=O.[Na+].C1C=CC(/C=C/C(/C=C/C2C=CC=CC=2)=O)=CC=1.C1C=CC(/C=C/C(/C=C/C2C=CC=CC=2)=O)=CC=1.C1C=CC(/C=C/C(/C=C/C2C=CC=CC=2)=O)=CC=1.[Pd].[Pd]. (7) The reactants are [Cl-].[C:2]([O:6][C:7](=[O:10])[CH2:8][Zn+])([CH3:5])([CH3:4])[CH3:3].[Br:11][C:12]1[CH:13]=[C:14]2[C:25](=[CH:26][CH:27]=1)[O:24][C:17]1[C:18]([F:23])=[N:19][C:20]([Cl:22])=[CH:21][C:16]=1/[C:15]/2=[N:28]\[S:29]([C:31]([CH3:34])([CH3:33])[CH3:32])=[O:30]. The catalyst is C1COCC1.CCOC(C)=O. The product is [Br:11][C:12]1[CH:13]=[C:14]2[C:25](=[CH:26][CH:27]=1)[O:24][C:17]1[C:18]([F:23])=[N:19][C:20]([Cl:22])=[CH:21][C:16]=1[C:15]2([CH2:8][C:7]([O:6][C:2]([CH3:5])([CH3:4])[CH3:3])=[O:10])[NH:28][S:29]([C:31]([CH3:34])([CH3:33])[CH3:32])=[O:30]. The yield is 0.591. (8) The reactants are ClC(Cl)(Cl)C([C:5]1[N:9]2[C:10]([CH2:14][N:15]([C:28]([O:30]C(C)(C)C)=O)[CH2:16][CH2:17][CH2:18][CH2:19][NH:20][S:21]([C:24]([F:27])([F:26])[F:25])(=[O:23])=[O:22])=[CH:11][CH:12]=[CH:13][C:8]2=[N:7][CH:6]=1)=O.I[Si](C)(C)C.C(=O)([O-])O.[Na+]. The catalyst is C(Cl)(Cl)Cl. The product is [F:25][C:24]([F:26])([F:27])[S:21]([NH:20][CH2:19][CH2:18][CH2:17][CH2:16][N:15]1[CH2:14][C:10]2[N:9]3[C:5](=[CH:6][N:7]=[C:8]3[CH:13]=[CH:12][CH:11]=2)[C:28]1=[O:30])(=[O:23])=[O:22]. The yield is 0.650.